Predict the product of the given reaction. From a dataset of Forward reaction prediction with 1.9M reactions from USPTO patents (1976-2016). (1) Given the reactants Br[C:2]1[C:6]2[CH:7]=[C:8]([C:11]([O:13][CH3:14])=[O:12])[CH:9]=[CH:10][C:5]=2[O:4][CH:3]=1.[F:15][C:16]([F:28])([F:27])[O:17][C:18]1[CH:23]=[CH:22][C:21](B(O)O)=[CH:20][CH:19]=1, predict the reaction product. The product is: [F:15][C:16]([F:27])([F:28])[O:17][C:18]1[CH:23]=[CH:22][C:21]([C:2]2[C:6]3[CH:7]=[C:8]([C:11]([O:13][CH3:14])=[O:12])[CH:9]=[CH:10][C:5]=3[O:4][CH:3]=2)=[CH:20][CH:19]=1. (2) Given the reactants [CH2:1]([OH:77])[C@H:2]1[O:7][C@@H:6]2[O:8][C@H:9]3[C@H:14]([OH:15])[C@@H:13]([OH:16])[C@@H:12]([O:17][C@H:18]4[C@H:23]([OH:24])[C@@H:22]([OH:25])[C@@H:21]([O:26][C@H:27]5[C@H:32]([OH:33])[C@@H:31]([OH:34])[C@@H:30]([O:35][C@H:36]6[C@H:41]([OH:42])[C@@H:40]([OH:43])[C@@H:39]([O:44][C@H:45]7[C@H:50]([OH:51])[C@@H:49]([OH:52])[C@@H:48]([O:53][C@H:54]8[C@H:60]([OH:61])[C@@H:59]([OH:62])[C@@H:57]([O:58][C@H:3]1[C@H:4]([OH:76])[C@H:5]2[OH:75])[O:56][C@@H:55]8[CH2:63][OH:64])[O:47][C@@H:46]7[CH2:65][OH:66])[O:38][C@@H:37]6[CH2:67][OH:68])[O:29][C@@H:28]5[CH2:69][OH:70])[O:20][C@@H:19]4[CH2:71][OH:72])[O:11][C@@H:10]3[CH2:73][OH:74].[NH2:78][CH2:79][C:80]([OH:82])=[O:81], predict the reaction product. The product is: [CH2:67]([OH:68])[C@H:37]1[O:38][C@@H:39]2[O:44][C@H:45]3[C@H:50]([OH:51])[C@@H:49]([OH:52])[C@@H:48]([O:53][C@H:54]4[C@H:60]([OH:61])[C@@H:59]([OH:62])[C@@H:57]([O:58][C@H:3]5[C@H:4]([OH:76])[C@@H:5]([OH:75])[C@@H:6]([O:8][C@H:9]6[C@H:14]([OH:15])[C@@H:13]([OH:16])[C@@H:12]([O:17][C@H:18]7[C@H:23]([OH:24])[C@@H:22]([OH:25])[C@@H:21]([O:26][C@H:27]8[C@H:32]([OH:33])[C@@H:31]([OH:34])[C@@H:30]([O:35][C@H:36]1[C@H:41]([OH:42])[C@H:40]2[OH:43])[O:29][C@@H:28]8[CH2:69][OH:70])[O:20][C@@H:19]7[CH2:71][OH:72])[O:11][C@@H:10]6[CH2:73][OH:74])[O:7][C@@H:2]5[CH2:1][OH:77])[O:56][C@@H:55]4[CH2:63][OH:64])[O:47][C@@H:46]3[CH2:65][OH:66].[NH2:78][CH2:79][C:80]([OH:82])=[O:81]. (3) Given the reactants C1(P(C2C=CC=CC=2)C2C=CC=CC=2)C=CC=CC=1.[CH:20]([C:23]1[CH:24]=[C:25]([CH:28]=[C:29]([CH:32]([CH3:34])[CH3:33])[C:30]=1[OH:31])[CH:26]=[O:27])([CH3:22])[CH3:21].O[CH2:36][CH2:37][N:38]1[CH2:43][CH2:42][O:41][CH2:40][CH2:39]1.CCOC(/N=N/C(OCC)=O)=O, predict the reaction product. The product is: [CH:20]([C:23]1[CH:24]=[C:25]([CH:28]=[C:29]([CH:32]([CH3:34])[CH3:33])[C:30]=1[O:31][CH2:36][CH2:37][N:38]1[CH2:43][CH2:42][O:41][CH2:40][CH2:39]1)[CH:26]=[O:27])([CH3:22])[CH3:21]. (4) Given the reactants [F:1][C:2]1[CH:7]=[CH:6][C:5]([C:8]2[N:9]=[C:10]([C:13]([CH3:20])([CH3:19])[C:14]([O:16]CC)=[O:15])[S:11][CH:12]=2)=[CH:4][CH:3]=1.O.[OH-].[Li+], predict the reaction product. The product is: [F:1][C:2]1[CH:3]=[CH:4][C:5]([C:8]2[N:9]=[C:10]([C:13]([CH3:20])([CH3:19])[C:14]([OH:16])=[O:15])[S:11][CH:12]=2)=[CH:6][CH:7]=1.